The task is: Predict the reactants needed to synthesize the given product.. This data is from Full USPTO retrosynthesis dataset with 1.9M reactions from patents (1976-2016). (1) Given the product [CH3:1][C:2]1[CH:7]=[C:6]([CH3:8])[NH:5][C:4](=[O:9])[C:3]=1[CH2:10][NH:11][C:12](=[O:37])[C:13]1[CH:18]=[C:17]([C:19]#[C:20][CH:21]2[CH2:26][CH2:25][N:24]([CH3:38])[CH2:23][CH2:22]2)[CH:16]=[C:15]([N:27]([CH2:34][CH3:35])[CH:28]2[CH2:33][CH2:32][O:31][CH2:30][CH2:29]2)[C:14]=1[CH3:36], predict the reactants needed to synthesize it. The reactants are: [CH3:1][C:2]1[CH:7]=[C:6]([CH3:8])[NH:5][C:4](=[O:9])[C:3]=1[CH2:10][NH:11][C:12](=[O:37])[C:13]1[CH:18]=[C:17]([C:19]#[C:20][CH:21]2[CH2:26][CH2:25][NH:24][CH2:23][CH2:22]2)[CH:16]=[C:15]([N:27]([CH2:34][CH3:35])[CH:28]2[CH2:33][CH2:32][O:31][CH2:30][CH2:29]2)[C:14]=1[CH3:36].[CH2:38]=O.O.[Na]. (2) Given the product [OH:8][C:9]1[CH:10]=[C:11]([CH:27]=[C:28]([O:30][CH:31]([CH3:33])[CH3:32])[CH:29]=1)[C:12]([NH:14][C:15]1[CH:19]=[CH:18][N:17]([C:20]([O:22][C:23]([CH3:26])([CH3:25])[CH3:24])=[O:21])[N:16]=1)=[O:13], predict the reactants needed to synthesize it. The reactants are: C1(C[O:8][C:9]2[CH:10]=[C:11]([CH:27]=[C:28]([O:30][CH:31]([CH3:33])[CH3:32])[CH:29]=2)[C:12]([NH:14][C:15]2[CH:19]=[CH:18][N:17]([C:20]([O:22][C:23]([CH3:26])([CH3:25])[CH3:24])=[O:21])[N:16]=2)=[O:13])C=CC=CC=1. (3) Given the product [CH2:17]([N:19]1[C:23]([NH:24][C:2]2[C:11]3[C:6](=[CH:7][CH:8]=[C:9]([S:12][CH3:13])[CH:10]=3)[N:5]=[N:4][C:3]=2[C:14]([NH2:16])=[O:15])=[CH:22][CH:21]=[N:20]1)[CH3:18], predict the reactants needed to synthesize it. The reactants are: Cl[C:2]1[C:11]2[C:6](=[CH:7][CH:8]=[C:9]([S:12][CH3:13])[CH:10]=2)[N:5]=[N:4][C:3]=1[C:14]([NH2:16])=[O:15].[CH2:17]([N:19]1[C:23]([NH2:24])=[CH:22][CH:21]=[N:20]1)[CH3:18].Cl.N1C=CC=CC=1. (4) Given the product [CH3:45][N:46]([CH3:47])[C:20](=[O:21])[C@H:19]([CH:23]([CH3:25])[CH3:24])[CH2:18]/[CH:17]=[CH:16]/[CH2:15][O:14][CH2:7][C:8]1[CH:13]=[CH:12][CH:11]=[CH:10][CH:9]=1, predict the reactants needed to synthesize it. The reactants are: C(Cl)(=O)C(Cl)=O.[CH2:7]([O:14][CH2:15]/[CH:16]=[CH:17]/[CH2:18][C@@H:19]([CH:23]([CH3:25])[CH3:24])[C:20](O)=[O:21])[C:8]1[CH:13]=[CH:12][CH:11]=[CH:10][CH:9]=1.C(OC/C=C/C[C@@H](C(C)C)C(Cl)=O)C1C=CC=CC=1.[CH3:45][NH:46][CH3:47]. (5) Given the product [Br:1][C:2]1[CH:3]=[C:4]([CH:6]=[C:7]([F:9])[CH:8]=1)[NH:5][CH2:11][CH2:12][N:13]1[CH2:17][CH2:16][CH2:15][CH2:14]1, predict the reactants needed to synthesize it. The reactants are: [Br:1][C:2]1[CH:3]=[C:4]([CH:6]=[C:7]([F:9])[CH:8]=1)[NH2:5].Cl[CH2:11][CH2:12][N:13]1[CH2:17][CH2:16][CH2:15][CH2:14]1.